Dataset: Catalyst prediction with 721,799 reactions and 888 catalyst types from USPTO. Task: Predict which catalyst facilitates the given reaction. (1) Reactant: [CH3:1][O:2][CH2:3][O:4][C:5]1[CH:6]=[C:7]([CH2:11][OH:12])[CH:8]=[CH:9][CH:10]=1.[Br:13]N1C(=O)CCC1=O. Product: [Br:13][C:8]1[CH:9]=[CH:10][C:5]([O:4][CH2:3][O:2][CH3:1])=[CH:6][C:7]=1[CH2:11][OH:12]. The catalyst class is: 23. (2) Reactant: [Cl:1][C:2]1[CH:3]=[C:4]([NH2:16])[CH:5]=[CH:6][C:7]=1[O:8][CH2:9][CH2:10][N:11]1[CH2:15][CH2:14][CH2:13][CH2:12]1.C[Al](C)C.[Cl:21][C:22]1[CH:27]=[CH:26][C:25]([C:28]2[S:29][C:30]3[C:36](=O)[O:35][CH2:34][CH2:33][C:31]=3[N:32]=2)=[CH:24][CH:23]=1.C(N(CC)CC)C.CS(Cl)(=O)=O.[H-].[Na+]. Product: [Cl:21][C:22]1[CH:27]=[CH:26][C:25]([C:28]2[S:29][C:30]3[C:36](=[O:35])[N:16]([C:4]4[CH:5]=[CH:6][C:7]([O:8][CH2:9][CH2:10][N:11]5[CH2:12][CH2:13][CH2:14][CH2:15]5)=[C:2]([Cl:1])[CH:3]=4)[CH2:34][CH2:33][C:31]=3[N:32]=2)=[CH:24][CH:23]=1. The catalyst class is: 34.